Dataset: Blood-brain barrier permeability classification from the B3DB database. Task: Regression/Classification. Given a drug SMILES string, predict its absorption, distribution, metabolism, or excretion properties. Task type varies by dataset: regression for continuous measurements (e.g., permeability, clearance, half-life) or binary classification for categorical outcomes (e.g., BBB penetration, CYP inhibition). Dataset: b3db_classification. The compound is O=C1NC(=O)C(CC2CCCCN2)(c2ccccc2)C(=O)N1. The result is 1 (penetrates BBB).